Dataset: Full USPTO retrosynthesis dataset with 1.9M reactions from patents (1976-2016). Task: Predict the reactants needed to synthesize the given product. (1) Given the product [Cl:1][C:2]1[CH:7]=[CH:6][C:5]([NH2:8])=[CH:4][C:3]=1[CH:11]([F:12])[F:13], predict the reactants needed to synthesize it. The reactants are: [Cl:1][C:2]1[CH:7]=[CH:6][C:5]([N+:8]([O-])=O)=[CH:4][C:3]=1[CH:11]([F:13])[F:12]. (2) Given the product [CH2:1]([N:8]1[C@H:12]2[CH2:13][CH2:14][CH:15]=[CH:17][C@@H:11]2[N:10]([CH2:20][C:21]2[CH:26]=[CH:25][CH:24]=[CH:23][CH:22]=2)[C:9]1=[O:27])[C:2]1[CH:7]=[CH:6][CH:5]=[CH:4][CH:3]=1, predict the reactants needed to synthesize it. The reactants are: [CH2:1]([N:8]1[C@H:12]2[CH2:13][CH2:14][CH2:15]S(=O)(=O)[CH2:17][C@@H:11]2[N:10]([CH2:20][C:21]2[CH:26]=[CH:25][CH:24]=[CH:23][CH:22]=2)[C:9]1=[O:27])[C:2]1[CH:7]=[CH:6][CH:5]=[CH:4][CH:3]=1.CC(O)(C)C.[OH-].[K+]. (3) Given the product [F:1][C:2]1[CH:3]=[C:4]([C@:8]2([CH2:32][C:33]([OH:36])([CH3:34])[CH3:35])[O:13][C:12](=[O:14])[N:11]([C@H:15]([C:17]3[CH:22]=[CH:21][C:20]([C:38]4[CH:43]=[CH:42][N:41]([CH3:44])[C:40](=[O:45])[CH:39]=4)=[CH:19][CH:18]=3)[CH3:16])[CH2:10][CH2:9]2)[CH:5]=[CH:6][CH:7]=1, predict the reactants needed to synthesize it. The reactants are: [F:1][C:2]1[CH:3]=[C:4]([C@:8]2([CH2:32][C:33]([OH:36])([CH3:35])[CH3:34])[O:13][C:12](=[O:14])[N:11]([C@H:15]([C:17]3[CH:22]=[CH:21][C:20](B4OC(C)(C)C(C)(C)O4)=[CH:19][CH:18]=3)[CH3:16])[CH2:10][CH2:9]2)[CH:5]=[CH:6][CH:7]=1.I[C:38]1[CH:43]=[CH:42][N:41]([CH3:44])[C:40](=[O:45])[CH:39]=1.